From a dataset of Full USPTO retrosynthesis dataset with 1.9M reactions from patents (1976-2016). Predict the reactants needed to synthesize the given product. (1) Given the product [N:1]1[N:5]2[C:6]3[CH:14]=[CH:13][CH:12]=[CH:11][C:7]=3[O:8][CH2:9][CH2:10][C:4]2=[N:3][C:2]=1[C:15]([OH:17])=[O:16], predict the reactants needed to synthesize it. The reactants are: [N:1]1[N:5]2[C:6]3[CH:14]=[CH:13][CH:12]=[CH:11][C:7]=3[O:8][CH2:9][CH2:10][C:4]2=[N:3][C:2]=1[C:15]([O:17]C)=[O:16].CO.O.[OH-].[Li+]. (2) Given the product [CH3:1][C:2]1[N:3]=[C:4]2[CH:12]=[CH:11][CH:10]=[C:9]3[N:5]2[C:6]=1[C:7](=[O:31])[N:8]3[CH2:13][CH2:14][C:15]([CH3:29])([CH3:30])[CH2:16][CH2:17][NH2:18], predict the reactants needed to synthesize it. The reactants are: [CH3:1][C:2]1[N:3]=[C:4]2[CH:12]=[CH:11][CH:10]=[C:9]3[N:5]2[C:6]=1[C:7](=[O:31])[N:8]3[CH2:13][CH2:14][C:15]([CH3:30])([CH3:29])[CH2:16][CH2:17][N:18]1C(=O)C2=CC=CC=C2C1=O. (3) Given the product [C:1]([O:5][C:6]([N:8]1[CH2:11][CH:10]([C:12]2[CH:17]=[CH:16][C:15]([CH:18]=[N:21][OH:22])=[CH:14][CH:13]=2)[CH2:9]1)=[O:7])([CH3:4])([CH3:3])[CH3:2], predict the reactants needed to synthesize it. The reactants are: [C:1]([O:5][C:6]([N:8]1[CH2:11][CH:10]([C:12]2[CH:17]=[CH:16][C:15]([CH:18]=O)=[CH:14][CH:13]=2)[CH2:9]1)=[O:7])([CH3:4])([CH3:3])[CH3:2].Cl.[NH2:21][OH:22].C([O-])(=O)C.[Na+].C(OCC)(=O)C.